From a dataset of Forward reaction prediction with 1.9M reactions from USPTO patents (1976-2016). Predict the product of the given reaction. (1) Given the reactants [CH3:1][O:2][C:3]1[CH:4]=[C:5]2[C:10](=[CH:11][C:12]=1[O:13][CH3:14])[N:9]=[CH:8][CH:7]=[C:6]2[O:15][C:16]1[CH:22]=[CH:21][C:19]([NH2:20])=[C:18]([CH3:23])[C:17]=1[CH3:24].ClC(Cl)(O[C:29](=[O:35])[O:30][C:31](Cl)(Cl)Cl)Cl.OC[N:39]1[C:47](=[O:48])[C:46]2[C:41](=[CH:42][CH:43]=[CH:44][CH:45]=2)[C:40]1=[O:49].C(=O)(O)[O-].[Na+], predict the reaction product. The product is: [CH3:1][O:2][C:3]1[CH:4]=[C:5]2[C:10](=[CH:11][C:12]=1[O:13][CH3:14])[N:9]=[CH:8][CH:7]=[C:6]2[O:15][C:16]1[CH:22]=[CH:21][C:19]([NH:20][C:29](=[O:35])[O:30][CH2:31][N:39]2[C:47](=[O:48])[C:46]3[C:41](=[CH:42][CH:43]=[CH:44][CH:45]=3)[C:40]2=[O:49])=[C:18]([CH3:23])[C:17]=1[CH3:24]. (2) Given the reactants [CH2:1]([O:8][C:9]1[C:24]([O:25][CH3:26])=[CH:23][C:12]([C:13]([N:15]2[CH2:19][C:18](=[CH2:20])[CH2:17][C@H:16]2[CH:21]=O)=[O:14])=[C:11]([N+]([O-])=O)[CH:10]=1)[C:2]1[CH:7]=[CH:6][CH:5]=[CH:4][CH:3]=1.[O-]S(S([O-])=O)=O.[Na+].[Na+].[CH2:38]1COCC1, predict the reaction product. The product is: [CH2:1]([O:8][C:9]1[C:24]([O:25][CH3:26])=[CH:23][C:12]2[C:13](=[O:14])[N:15]3[CH2:19][C:18](=[CH2:20])[CH2:17][C@H:16]3[CH:21]=[CH:38][C:11]=2[CH:10]=1)[C:2]1[CH:7]=[CH:6][CH:5]=[CH:4][CH:3]=1. (3) Given the reactants Br[C:2]1[CH:3]=[C:4]2[C:8](=[C:9]([CH3:11])[CH:10]=1)[N:7]([S:12]([C:15]1[CH:27]=[CH:26][C:18]([O:19][CH2:20][C:21]([O:23]CC)=[O:22])=[C:17]([CH3:28])[CH:16]=1)(=[O:14])=[O:13])[CH:6]([CH3:29])[CH:5]2[CH3:30].[F:31][C:32]([F:43])([F:42])[C:33]1[CH:38]=[CH:37][C:36](B(O)O)=[CH:35][CH:34]=1.C(=O)([O-])[O-].[Na+].[Na+], predict the reaction product. The product is: [CH3:28][C:17]1[CH:16]=[C:15]([S:12]([N:7]2[C:8]3[C:4](=[CH:3][C:2]([C:36]4[CH:37]=[CH:38][C:33]([C:32]([F:43])([F:42])[F:31])=[CH:34][CH:35]=4)=[CH:10][C:9]=3[CH3:11])[CH:5]([CH3:30])[CH:6]2[CH3:29])(=[O:14])=[O:13])[CH:27]=[CH:26][C:18]=1[O:19][CH2:20][C:21]([OH:23])=[O:22]. (4) The product is: [CH3:14][O:13][C:5]1[CH:4]=[C:3]([CH:8]=[CH:7][C:6]=1[S:9]([CH3:12])(=[O:11])=[O:10])[CH2:2][NH2:15]. Given the reactants Br[CH2:2][C:3]1[CH:8]=[CH:7][C:6]([S:9]([CH3:12])(=[O:11])=[O:10])=[C:5]([O:13][CH3:14])[CH:4]=1.[NH3:15], predict the reaction product. (5) Given the reactants C([O:8][CH:9]1[CH2:12][CH:11]([NH:13][C:14](=[O:20])[O:15][C:16]([CH3:19])([CH3:18])[CH3:17])[CH2:10]1)C1C=CC=CC=1.[H][H], predict the reaction product. The product is: [OH:8][CH:9]1[CH2:10][CH:11]([NH:13][C:14](=[O:20])[O:15][C:16]([CH3:18])([CH3:17])[CH3:19])[CH2:12]1. (6) Given the reactants [CH3:1][NH:2][CH:3]1[CH2:16][C:15]2[C:6]([CH3:25])([CH:7]3[CH:12]([CH2:13][CH:14]=2)[CH:11]2[CH2:17][CH2:18][CH:19]4[CH:20]([CH3:24])[N:21]([CH3:23])[CH2:22][C:10]24[CH2:9][CH2:8]3)[CH2:5][CH2:4]1.[C:26](Cl)(=[O:28])[CH3:27].C(N(CC)CC)C, predict the reaction product. The product is: [CH3:1][N:2]([CH:3]1[CH2:16][C:15]2[C:6]([CH3:25])([CH:7]3[CH:12]([CH2:13][CH:14]=2)[CH:11]2[CH2:17][CH2:18][CH:19]4[CH:20]([CH3:24])[N:21]([CH3:23])[CH2:22][C:10]24[CH2:9][CH2:8]3)[CH2:5][CH2:4]1)[C:26](=[O:28])[CH3:27].